Dataset: Full USPTO retrosynthesis dataset with 1.9M reactions from patents (1976-2016). Task: Predict the reactants needed to synthesize the given product. (1) Given the product [F:45][C:31]([F:30])([F:44])[C:32]1[CH:33]=[C:34]([Mg:42][Br:43])[CH:35]=[C:36]([C:38]([F:40])([F:41])[F:39])[CH:37]=1.[F:2][C:3]([F:16])([F:15])[C:4]1[CH:5]=[C:6]([C:18]2[C:27]3[C:22](=[CH:23][CH:24]=[C:25]([CH3:28])[CH:26]=3)[N:21]=[C:20]([CH3:29])[CH:19]=2)[CH:7]=[C:8]([C:10]([F:13])([F:12])[F:11])[CH:9]=1, predict the reactants needed to synthesize it. The reactants are: [Mg].[F:2][C:3]([F:16])([F:15])[C:4]1[CH:5]=[C:6](Br)[CH:7]=[C:8]([C:10]([F:13])([F:12])[F:11])[CH:9]=1.Cl[C:18]1[C:27]2[C:22](=[CH:23][CH:24]=[C:25]([CH3:28])[CH:26]=2)[N:21]=[C:20]([CH3:29])[CH:19]=1.[F:30][C:31]([F:45])([F:44])[C:32]1[CH:33]=[C:34]([Mg:42][Br:43])[CH:35]=[C:36]([C:38]([F:41])([F:40])[F:39])[CH:37]=1. (2) Given the product [C:1]([O:5][C:6]([N:8]1[C:16]2[C:11](=[CH:12][CH:13]=[C:14]([O:17][CH3:18])[CH:15]=2)[C:10]([C:19]#[N:20])=[C:9]1[C:21]1[O:22][N:61]=[C:58]([C:54]2[CH:55]=[CH:56][CH:57]=[C:52]([C:51]([O:50][CH3:49])=[O:62])[CH:53]=2)[N:59]=1)=[O:7])([CH3:3])([CH3:4])[CH3:2], predict the reactants needed to synthesize it. The reactants are: [C:1]([O:5][C:6]([N:8]1[C:16]2[C:11](=[CH:12][CH:13]=[C:14]([O:17][CH3:18])[CH:15]=2)[C:10]([C:19]#[N:20])=[C:9]1[C:21](O)=[O:22])=[O:7])([CH3:4])([CH3:3])[CH3:2].C1C=CC2N(O)N=NC=2C=1.C1CCC(N=C=NC2CCCCC2)CC1.[CH3:49][O:50][C:51](=[O:62])[C:52]1[CH:57]=[CH:56][CH:55]=[C:54]([C:58](=[NH:61])[NH:59]O)[CH:53]=1. (3) Given the product [F:17][C:16]([F:18])([F:19])[C:13]1[CH:14]=[CH:15][C:10]([CH2:9][CH:5]([C:6]([OH:8])=[O:7])[C:4]([OH:20])=[O:3])=[CH:11][CH:12]=1, predict the reactants needed to synthesize it. The reactants are: CC1(C)[O:7][C:6](=[O:8])[CH:5]([CH2:9][C:10]2[CH:15]=[CH:14][C:13]([C:16]([F:19])([F:18])[F:17])=[CH:12][CH:11]=2)[C:4](=[O:20])[O:3]1. (4) Given the product [C:1]([O:5][C:6](=[O:15])[NH:7][C:8]1[CH:13]=[CH:12][CH:11]=[C:10]([NH:14][CH:20]2[CH2:21][CH2:22][N:17]([CH3:16])[CH2:18][CH2:19]2)[CH:9]=1)([CH3:4])([CH3:2])[CH3:3], predict the reactants needed to synthesize it. The reactants are: [C:1]([O:5][C:6](=[O:15])[NH:7][C:8]1[CH:13]=[CH:12][CH:11]=[C:10]([NH2:14])[CH:9]=1)([CH3:4])([CH3:3])[CH3:2].[CH3:16][N:17]1[CH2:22][CH2:21][C:20](=O)[CH2:19][CH2:18]1.C(O[BH-](OC(=O)C)OC(=O)C)(=O)C.[Na+].C(O)(=O)C. (5) Given the product [NH:31]1[C:40]2[C:35](=[CH:36][C:37]([NH:41][C:17]([CH:14]3[CH2:15][CH2:16][N:11]([C:2]4[CH:3]=[CH:4][C:5]5[C:10](=[CH:9][CH:8]=[CH:7][CH:6]=5)[CH:1]=4)[CH2:12][CH2:13]3)=[O:18])=[CH:38][CH:39]=2)[CH2:34][N:33]=[CH:32]1, predict the reactants needed to synthesize it. The reactants are: [CH:1]1[C:10]2[C:5](=[CH:6][CH:7]=[CH:8][CH:9]=2)[CH:4]=[CH:3][C:2]=1[N:11]1[CH2:16][CH2:15][CH:14]([C:17](O)=[O:18])[CH2:13][CH2:12]1.BrC1C=CC2C(=CC=CC=2)C=1.[NH:31]1[C:40]2[C:35](=[CH:36][C:37]([NH2:41])=[CH:38][CH:39]=2)[CH2:34][N:33]=[CH:32]1. (6) Given the product [Br:8][C:41]1[N:40]=[C:39]([C@@H:47]([NH:57][C:58](=[O:64])[O:59][C:60]([CH3:63])([CH3:61])[CH3:62])[CH2:48][C:49]2[CH:50]=[C:51]([F:56])[CH:52]=[C:53]([F:55])[CH:54]=2)[C:38]([C:35]2[CH:36]=[CH:37][C:29]([Cl:28])=[C:30]3[C:34]=2[N:33]([CH3:65])[N:32]=[C:31]3[NH:66][S:67]([CH3:70])(=[O:69])=[O:68])=[CH:43][C:42]=1[N:44]([CH3:46])[CH3:45], predict the reactants needed to synthesize it. The reactants are: NC1C=C(Br)C([C@@H](NC(=O)OC(C)(C)C)CC2C=C(F)C=C(F)C=2)=NC=1[Br:8].[Cl:28][C:29]1[CH:37]=[CH:36][C:35]([C:38]2[C:39]([C@@H:47]([NH:57][C:58](=[O:64])[O:59][C:60]([CH3:63])([CH3:62])[CH3:61])[CH2:48][C:49]3[CH:54]=[C:53]([F:55])[CH:52]=[C:51]([F:56])[CH:50]=3)=[N:40][CH:41]=[C:42]([N:44]([CH3:46])[CH3:45])[CH:43]=2)=[C:34]2[C:30]=1[C:31]([NH:66][S:67]([CH3:70])(=[O:69])=[O:68])=[N:32][N:33]2[CH3:65]. (7) Given the product [C:1]([N:4]1[C:8]2=[N:9][CH:10]=[CH:11][C:12]([CH2:13][NH:14][C:22](=[O:24])[CH3:23])=[C:7]2[CH2:6][CH2:5]1)(=[O:3])[CH3:2], predict the reactants needed to synthesize it. The reactants are: [C:1]([N:4]1[C:8]2[N:9]=[CH:10][CH:11]=[C:12]([C:13]#[N:14])[C:7]=2[CH:6]=[CH:5]1)(=[O:3])[CH3:2].CCN(CC)CC.[C:22](OC(=O)C)(=[O:24])[CH3:23].